This data is from Forward reaction prediction with 1.9M reactions from USPTO patents (1976-2016). The task is: Predict the product of the given reaction. (1) Given the reactants [F:1][C:2]1[CH:7]=[CH:6][C:5]([N:8]2[C:12]3[CH:13]=[CH:14][CH:15]=[CH:16][C:11]=3[NH:10][S:9]2(=[O:18])=[O:17])=[C:4]([O:19][CH3:20])[CH:3]=1.C1(P(C2C=CC=CC=2)C2C=CC=CC=2)C=CC=CC=1.[Br:40][CH2:41][CH2:42][CH2:43]O.CC(OC(/N=N/C(OC(C)C)=O)=O)C, predict the reaction product. The product is: [Br:40][CH2:41][CH2:42][CH2:43][N:10]1[C:11]2[CH:16]=[CH:15][CH:14]=[CH:13][C:12]=2[N:8]([C:5]2[CH:6]=[CH:7][C:2]([F:1])=[CH:3][C:4]=2[O:19][CH3:20])[S:9]1(=[O:18])=[O:17]. (2) Given the reactants [CH3:1][S:2](Cl)(=[O:4])=[O:3].[CH3:6][C@H:7]([OH:11])[C:8]#[C:9][CH3:10].CCN(CC)CC.Cl, predict the reaction product. The product is: [CH3:6][C@H:7]([O:11][S:2]([CH3:1])(=[O:4])=[O:3])[C:8]#[C:9][CH3:10]. (3) Given the reactants [C:1]([O:5][C:6]([NH:8][C:9]1[CH:18]=[CH:17][C:16]2[C:11](=[CH:12][CH:13]=[C:14]([C:19]([O:21][CH3:22])=[O:20])[CH:15]=2)[C:10]=1[Br:23])=[O:7])([CH3:4])([CH3:3])[CH3:2].[H-].[Na+].[Cl:26][CH:27]=[CH:28][CH2:29]Cl.CC(O)=O, predict the reaction product. The product is: [C:1]([O:5][C:6]([N:8]([CH2:29][CH:28]=[CH:27][Cl:26])[C:9]1[CH:18]=[CH:17][C:16]2[C:11](=[CH:12][CH:13]=[C:14]([C:19]([O:21][CH3:22])=[O:20])[CH:15]=2)[C:10]=1[Br:23])=[O:7])([CH3:4])([CH3:3])[CH3:2]. (4) Given the reactants Br[C:2]1[CH:7]=[CH:6][C:5]([N+:8]([O-:10])=[O:9])=[CH:4][CH:3]=1.[NH:11]1[CH2:16][CH2:15][CH2:14][CH2:13][CH2:12]1.C(=O)([O-])[O-].[K+].[K+].O, predict the reaction product. The product is: [N:11]1([C:2]2[CH:7]=[CH:6][C:5]([N+:8]([O-:10])=[O:9])=[CH:4][CH:3]=2)[CH2:16][CH2:15][CH2:14][CH2:13][CH2:12]1. (5) Given the reactants [CH3:1][C:2]1[C:7]2[CH:8]([C:11]3[CH:16]=[CH:15][C:14]([CH3:17])=[CH:13][CH:12]=3)[CH2:9][O:10][C:6]=2[C:5]([CH3:18])=[C:4]([CH3:19])[C:3]=1[NH2:20].C([O:24][CH2:25][CH3:26])(=O)C, predict the reaction product. The product is: [CH3:1][C:2]([CH3:7])([CH3:3])[CH2:26][C:25]([NH:20][C:3]1[C:4]([CH3:19])=[C:5]([CH3:18])[C:6]2[O:10][CH2:9][CH:8]([C:11]3[CH:16]=[CH:15][C:14]([CH3:17])=[CH:13][CH:12]=3)[C:7]=2[C:2]=1[CH3:1])=[O:24].